Dataset: Catalyst prediction with 721,799 reactions and 888 catalyst types from USPTO. Task: Predict which catalyst facilitates the given reaction. (1) The catalyst class is: 19. Product: [F:16][C:8]1[C:7]2[NH:6][CH2:5][CH2:4][C:3](=[O:2])[NH:13][C:12]=2[CH:11]=[CH:10][CH:9]=1. Reactant: C[O:2][C:3](=O)[CH2:4][CH2:5][NH:6][C:7]1[C:12]([N+:13]([O-])=O)=[CH:11][CH:10]=[CH:9][C:8]=1[F:16]. (2) Reactant: [CH3:1][O:2][C:3]([C:5]1[CH:6]=[CH:7][C:8]([CH3:14])=[C:9]([CH:13]=1)[C:10]([OH:12])=O)=[O:4].CCN(C(C)C)C(C)C.C1C=CC2N(O)N=NC=2C=1.Cl.CN(C)CCCN=C=NCC.[NH2:46][C:47]1[CH:52]=[CH:51][C:50]([NH2:53])=[CH:49][N:48]=1. Product: [NH2:46][C:47]1[N:48]=[CH:49][C:50]([NH:53][C:10]([C:9]2[CH:13]=[C:5]([CH:6]=[CH:7][C:8]=2[CH3:14])[C:3]([O:2][CH3:1])=[O:4])=[O:12])=[CH:51][CH:52]=1. The catalyst class is: 4. (3) The catalyst class is: 1. Product: [Cl:10][C:4]1[CH:3]=[C:2]([NH:1][C:16](=[O:18])[CH2:17][C:12]([OH:11])([CH3:20])[CH2:13][C:14]([OH:19])=[O:15])[CH:9]=[CH:8][C:5]=1[C:6]#[N:7]. Reactant: [NH2:1][C:2]1[CH:9]=[CH:8][C:5]([C:6]#[N:7])=[C:4]([Cl:10])[CH:3]=1.[OH:11][C:12]1([CH3:20])[CH2:17][C:16](=[O:18])[O:15][C:14](=[O:19])[CH2:13]1.Cl. (4) Reactant: [O:1]1[CH2:6][CH2:5][CH2:4][O:3][CH:2]1[C:7]1[CH:8]=[C:9]2[C:13](=[CH:14][CH:15]=1)[N:12](COCC[Si](C)(C)C)[N:11]=[C:10]2[N:24]([CH2:26][CH2:27][O:28][CH3:29])[CH3:25].[F-].C([N+](CCCC)(CCCC)CCCC)CCC.C(N)CN. Product: [O:3]1[CH2:4][CH2:5][CH2:6][O:1][CH:2]1[C:7]1[CH:8]=[C:9]2[C:13](=[CH:14][CH:15]=1)[NH:12][N:11]=[C:10]2[N:24]([CH2:26][CH2:27][O:28][CH3:29])[CH3:25]. The catalyst class is: 1. (5) Reactant: [F:1][C:2]([F:11])([CH:5]([F:10])[C:6]([F:9])([F:8])[F:7])[CH2:3][OH:4].[Cr](O[Cr]([O-])(=O)=O)([O-])(=O)=[O:13].[K+].[K+].S(=O)(=O)(O)O. Product: [F:1][C:2]([F:11])([CH:5]([F:10])[C:6]([F:9])([F:7])[F:8])[C:3]([OH:13])=[O:4]. The catalyst class is: 6.